Dataset: Full USPTO retrosynthesis dataset with 1.9M reactions from patents (1976-2016). Task: Predict the reactants needed to synthesize the given product. (1) Given the product [Cl:8][C:9]1[C:10]([CH3:19])=[C:11]([CH2:17][CH3:18])[C:12]2[N:13]([C:21]([NH2:20])=[N:16][N:15]=2)[N:14]=1, predict the reactants needed to synthesize it. The reactants are: FC(F)(F)C(O)=O.[Cl:8][C:9]1[N:14]=[N:13][C:12]([NH:15][NH2:16])=[C:11]([CH2:17][CH3:18])[C:10]=1[CH3:19].[N:20]#[C:21]Br.C(=O)([O-])[O-].[K+].[K+]. (2) Given the product [F:9][C:10]([F:21])([F:20])[C:11]1[CH:16]=[C:15]([C:2]2[N:3]=[CH:4][C:5]([NH2:8])=[N:6][CH:7]=2)[CH:14]=[CH:13][CH:12]=1, predict the reactants needed to synthesize it. The reactants are: Br[C:2]1[N:3]=[CH:4][C:5]([NH2:8])=[N:6][CH:7]=1.[F:9][C:10]([F:21])([F:20])[C:11]1[CH:12]=[C:13](B(O)O)[CH:14]=[CH:15][CH:16]=1.C(=O)([O-])[O-].[Na+].[Na+]. (3) The reactants are: [CH2:1]([O:3][C:4]([N:6]1[CH2:11][CH2:10][C:9]([C:39]#[N:40])([NH:12][C:13](=[O:38])[CH:14]([NH:22][C:23]([CH:25]2[CH2:30][CH2:29][N:28](C(OC(C)(C)C)=O)[CH2:27][CH2:26]2)=[O:24])[CH2:15][CH:16]2[CH2:21][CH2:20][CH2:19][CH2:18][CH2:17]2)[CH2:8][CH2:7]1)=[O:5])[CH3:2]. Given the product [CH2:1]([O:3][C:4]([N:6]1[CH2:7][CH2:8][C:9]([C:39]#[N:40])([NH:12][C:13](=[O:38])[CH:14]([NH:22][C:23]([CH:25]2[CH2:26][CH2:27][NH:28][CH2:29][CH2:30]2)=[O:24])[CH2:15][CH:16]2[CH2:21][CH2:20][CH2:19][CH2:18][CH2:17]2)[CH2:10][CH2:11]1)=[O:5])[CH3:2], predict the reactants needed to synthesize it. (4) Given the product [F:1][C:2]([F:6])([F:5])[CH2:3][O:4][C:12]1[N:13]([C:23]2[CH:24]=[CH:25][C:26]([O:29][CH2:30][C:31]([F:33])([F:32])[F:34])=[CH:27][CH:28]=2)[C:14](=[O:22])[C:15]2[CH2:20][C:19](=[O:21])[NH:18][C:16]=2[N:17]=1, predict the reactants needed to synthesize it. The reactants are: [F:1][C:2]([F:6])([F:5])[CH2:3][OH:4].[H-].[Na+].CS([C:12]1[N:13]([C:23]2[CH:28]=[CH:27][C:26]([O:29][CH2:30][C:31]([F:34])([F:33])[F:32])=[CH:25][CH:24]=2)[C:14](=[O:22])[C:15]2[CH2:20][C:19](=[O:21])[NH:18][C:16]=2[N:17]=1)=O. (5) Given the product [CH3:29][C:23]1[CH:24]=[C:25]([CH3:28])[CH:26]=[CH:27][C:22]=1[C:5]#[C:4][CH2:3][CH2:2][C:1]([NH:7][CH2:8][CH2:9][NH:10][C:11](=[O:20])[O:12][CH2:13][C:14]1[CH:15]=[CH:16][CH:17]=[CH:18][CH:19]=1)=[O:6], predict the reactants needed to synthesize it. The reactants are: [C:1]([NH:7][CH2:8][CH2:9][NH:10][C:11](=[O:20])[O:12][CH2:13][C:14]1[CH:19]=[CH:18][CH:17]=[CH:16][CH:15]=1)(=[O:6])[CH2:2][CH2:3][C:4]#[CH:5].I[C:22]1[CH:27]=[CH:26][C:25]([CH3:28])=[CH:24][C:23]=1[CH3:29]. (6) The reactants are: [Br:1][C:2]1[CH:7]=[CH:6][C:5]([C:8]2[C:12]3[CH:13]=[CH:14][C:15]([O:17][CH2:18][CH2:19][CH2:20]Br)=[CH:16][C:11]=3[S:10][N:9]=2)=[CH:4][CH:3]=1.[N:22]1([C:28](=[O:30])[CH3:29])[CH2:27][CH2:26][NH:25][CH2:24][CH2:23]1. Given the product [Br:1][C:2]1[CH:7]=[CH:6][C:5]([C:8]2[C:12]3[CH:13]=[CH:14][C:15]([O:17][CH2:18][CH2:19][CH2:20][N:25]4[CH2:26][CH2:27][N:22]([C:28](=[O:30])[CH3:29])[CH2:23][CH2:24]4)=[CH:16][C:11]=3[S:10][N:9]=2)=[CH:4][CH:3]=1, predict the reactants needed to synthesize it. (7) The reactants are: CON(C)[C:4](=[O:15])[C@@H:5]([NH:7][C:8](=[O:14])[O:9][C:10]([CH3:13])([CH3:12])[CH3:11])[CH3:6].C([Mg]Cl)(C)C.[CH2:22]([Mg]Cl)[C:23]1[CH:28]=[CH:27][CH:26]=[CH:25][CH:24]=1. Given the product [O:15]=[C:4]([CH2:22][C:23]1[CH:28]=[CH:27][CH:26]=[CH:25][CH:24]=1)[C@@H:5]([NH:7][C:8](=[O:14])[O:9][C:10]([CH3:11])([CH3:12])[CH3:13])[CH3:6], predict the reactants needed to synthesize it.